Predict which catalyst facilitates the given reaction. From a dataset of Catalyst prediction with 721,799 reactions and 888 catalyst types from USPTO. (1) Reactant: [OH-].[Na+].C[O:4][C:5](=[O:23])[CH2:6][CH2:7][CH2:8][CH2:9][CH2:10][CH2:11][C:12]1[O:13][C:14]([C:17]2[CH:22]=[CH:21][CH:20]=[CH:19][CH:18]=2)=[CH:15][N:16]=1.Cl. The catalyst class is: 72. Product: [C:17]1([C:14]2[O:13][C:12]([CH2:11][CH2:10][CH2:9][CH2:8][CH2:7][CH2:6][C:5]([OH:23])=[O:4])=[N:16][CH:15]=2)[CH:18]=[CH:19][CH:20]=[CH:21][CH:22]=1. (2) Reactant: [C:1]([C:4]1[CH:8]=[C:7]([CH3:9])[N:6]([CH2:10][CH2:11][OH:12])[N:5]=1)(=[O:3])[CH3:2].[C:13](Cl)([Cl:15])=[O:14]. Product: [C:1]([C:4]1[CH:8]=[C:7]([CH3:9])[N:6]([CH2:10][CH2:11][O:12][C:13]([Cl:15])=[O:14])[N:5]=1)(=[O:3])[CH3:2]. The catalyst class is: 426.